Dataset: Catalyst prediction with 721,799 reactions and 888 catalyst types from USPTO. Task: Predict which catalyst facilitates the given reaction. (1) Reactant: Cl.[C:2]([CH2:5]O[NH2:13])([OH:4])=[O:3].[C:2]([CH2:5]O[NH2:13])([OH:4])=[O:3].[F:14][C:15]([F:30])([F:29])[C:16]1[CH:17]=[C:18]([CH:22]=[C:23]([C:25]([F:28])([F:27])[F:26])[CH:24]=1)[C:19](Cl)=O. The catalyst class is: 74. Product: [F:14][C:15]([F:30])([F:29])[C:16]1[CH:17]=[C:18]([CH:22]=[C:23]([C:25]([F:28])([F:27])[F:26])[CH:24]=1)[CH2:19][NH:13][CH2:5][C:2]([OH:4])=[O:3]. (2) Reactant: Br[C:2]1[CH:3]=[C:4]([C:8]2[CH:13]=[CH:12][CH:11]=[CH:10][C:9]=2[O:14][CH3:15])[CH:5]=[CH:6][CH:7]=1.C([Li])CCC.[CH2:21]([O:28][C:29]1[C:34]([C:35]([CH3:38])([CH3:37])[CH3:36])=[CH:33][CH:32]=[CH:31][C:30]=1[C:39]([C:41]1[CH:46]=[CH:45][CH:44]=[CH:43][CH:42]=1)=[O:40])[C:22]1[CH:27]=[CH:26][CH:25]=[CH:24][CH:23]=1.[Cl-].[NH4+]. Product: [CH2:21]([O:28][C:29]1[C:34]([C:35]([CH3:38])([CH3:37])[CH3:36])=[CH:33][CH:32]=[CH:31][C:30]=1[C:39]([C:2]1[CH:3]=[C:4]([C:8]2[CH:13]=[CH:12][CH:11]=[CH:10][C:9]=2[O:14][CH3:15])[CH:5]=[CH:6][CH:7]=1)([C:41]1[CH:42]=[CH:43][CH:44]=[CH:45][CH:46]=1)[OH:40])[C:22]1[CH:23]=[CH:24][CH:25]=[CH:26][CH:27]=1. The catalyst class is: 7.